From a dataset of Catalyst prediction with 721,799 reactions and 888 catalyst types from USPTO. Predict which catalyst facilitates the given reaction. (1) Product: [Cl:1][C:2]1[CH:3]=[C:4]([NH2:5])[CH:6]=[CH:7][C:8]=1[C:12]1[CH:13]=[CH:14][C:15]([C:17]([F:18])([F:20])[F:19])=[CH:16][C:11]=1[CH3:10]. The catalyst class is: 800. Reactant: [Cl:1][C:2]1[CH:3]=[C:4]([CH:6]=[CH:7][C:8]=1I)[NH2:5].[CH3:10][C:11]1[CH:16]=[C:15]([C:17]([F:20])([F:19])[F:18])[CH:14]=[CH:13][C:12]=1B(O)O.C([O-])([O-])=O.[K+].[K+].O. (2) Reactant: Cl.[NH2:2][C:3]1[N:7]([CH2:8][CH2:9][OH:10])[N:6]=[CH:5][C:4]=1[N:11]=[O:12].O.N. Product: [NH2:2][C:3]1[N:7]([CH2:8][CH2:9][OH:10])[N:6]=[CH:5][C:4]=1[N:11]=[O:12]. The catalyst class is: 32. (3) Reactant: [Br:1][C:2]1[CH:7]=[CH:6][C:5]([CH:8]([CH2:11][C:12]2[CH:17]=[CH:16][C:15]([O:18][CH2:19][CH2:20][O:21][C:22]3[C:27]([Cl:28])=[CH:26][C:25]([CH3:29])=[CH:24][C:23]=3[Cl:30])=[CH:14][CH:13]=2)[C:9]#[N:10])=[C:4]([CH3:31])[CH:3]=1.[BH4-].[Na+].Cl.C(N(C(C)C)CC)(C)C.[C:44](O[C:44]([O:46][C:47]([CH3:50])([CH3:49])[CH3:48])=[O:45])([O:46][C:47]([CH3:50])([CH3:49])[CH3:48])=[O:45]. Product: [Br:1][C:2]1[CH:7]=[CH:6][C:5]([CH:8]([CH2:11][C:12]2[CH:17]=[CH:16][C:15]([O:18][CH2:19][CH2:20][O:21][C:22]3[C:27]([Cl:28])=[CH:26][C:25]([CH3:29])=[CH:24][C:23]=3[Cl:30])=[CH:14][CH:13]=2)[CH2:9][NH:10][C:44](=[O:45])[O:46][C:47]([CH3:50])([CH3:49])[CH3:48])=[C:4]([CH3:31])[CH:3]=1. The catalyst class is: 92.